This data is from Forward reaction prediction with 1.9M reactions from USPTO patents (1976-2016). The task is: Predict the product of the given reaction. (1) Given the reactants [CH3:1][C:2]1[N:7]=[C:6]([C:8]([OH:10])=O)[CH:5]=[CH:4][CH:3]=1.Cl.[CH2:12]([O:14][NH2:15])[CH3:13], predict the reaction product. The product is: [CH2:12]([O:14][NH:15][C:8]([C:6]1[CH:5]=[CH:4][CH:3]=[C:2]([CH3:1])[N:7]=1)=[O:10])[CH3:13]. (2) Given the reactants [Cl:1][C:2]1[C:3]([CH:31]=O)=[C:4]([C:27]([F:30])([F:29])[F:28])[CH:5]=[C:6]2[C:11]=1[NH:10][C:9](=[O:12])[N:8]([CH2:13][C:14]1[CH:19]=[C:18]([Cl:20])[CH:17]=[CH:16][C:15]=1[S:21]([CH2:24][CH3:25])(=[O:23])=[O:22])[C:7]2=[O:26].[N:33]1([C@@H:39]2[CH2:43][CH2:42][NH:41][CH2:40]2)[CH2:37][CH2:36][CH2:35][C:34]1=[O:38], predict the reaction product. The product is: [Cl:1][C:2]1[C:3]([CH2:31][N:41]2[CH2:42][CH2:43][C@@H:39]([N:33]3[CH2:37][CH2:36][CH2:35][C:34]3=[O:38])[CH2:40]2)=[C:4]([C:27]([F:28])([F:29])[F:30])[CH:5]=[C:6]2[C:11]=1[NH:10][C:9](=[O:12])[N:8]([CH2:13][C:14]1[CH:19]=[C:18]([Cl:20])[CH:17]=[CH:16][C:15]=1[S:21]([CH2:24][CH3:25])(=[O:23])=[O:22])[C:7]2=[O:26]. (3) Given the reactants [F:1][C:2]1[CH:3]=[C:4]([CH:35]=[CH:36][C:37]=1[F:38])[CH2:5][N:6]1[CH:11]=[CH:10][CH:9]=[C:8]([C:12]([NH:14][C@@H:15]([C:20]2[S:21][C:22]([C:25]3[C:33]4[C:28](=[N:29][CH:30]=[CH:31][CH:32]=4)[NH:27][CH:26]=3)=[CH:23][CH:24]=2)[CH2:16][C:17](O)=[O:18])=[O:13])[C:7]1=[O:34].C[N:40](C)C=O.[Cl-].[NH4+].C(N(CC)C(C)C)(C)C.F[P-](F)(F)(F)(F)F.C[N+](C)=C(N(C)C)ON1C2N=CC=CC=2N=N1, predict the reaction product. The product is: [C:17]([CH2:16][C@@H:15]([NH:14][C:12]([C:8]1[C:7](=[O:34])[N:6]([CH2:5][C:4]2[CH:35]=[CH:36][C:37]([F:38])=[C:2]([F:1])[CH:3]=2)[CH:11]=[CH:10][CH:9]=1)=[O:13])[C:20]1[S:21][C:22]([C:25]2[C:33]3[C:28](=[N:29][CH:30]=[CH:31][CH:32]=3)[NH:27][CH:26]=2)=[CH:23][CH:24]=1)(=[O:18])[NH2:40]. (4) Given the reactants [C:1]1([C:7]2[N:8]([NH2:18])[C:9]([C:12]3[CH:17]=[CH:16][CH:15]=[CH:14][CH:13]=3)=[CH:10][CH:11]=2)[CH:6]=[CH:5][CH:4]=[CH:3][CH:2]=1.[CH3:19][C:20](=O)[C:21](=[O:23])[CH3:22].CN(C=O)C.C1(C)C=CC(S(O)(=O)=O)=CC=1, predict the reaction product. The product is: [C:12]1([C:9]2[N:8]([N:18]=[C:20]([CH3:19])[C:21](=[O:23])[CH3:22])[C:7]([C:1]3[CH:6]=[CH:5][CH:4]=[CH:3][CH:2]=3)=[CH:11][CH:10]=2)[CH:13]=[CH:14][CH:15]=[CH:16][CH:17]=1. (5) The product is: [OH:19][CH:16]1[CH2:17][CH2:18][N:14]([C:12]([C:9]2[N:8]=[C:7]3[C:2]([C:25]4[CH:26]=[CH:27][C:22]([C:21]([F:32])([F:31])[F:20])=[CH:23][CH:24]=4)=[CH:3][N:4]=[CH:5][C:6]3=[N:11][CH:10]=2)=[O:13])[CH2:15]1. Given the reactants Br[C:2]1[C:7]2=[N:8][C:9]([C:12]([N:14]3[CH2:18][CH2:17][CH:16]([OH:19])[CH2:15]3)=[O:13])=[CH:10][N:11]=[C:6]2[CH:5]=[N:4][CH:3]=1.[F:20][C:21]([F:32])([F:31])[C:22]1[CH:27]=[CH:26][C:25](B(O)O)=[CH:24][CH:23]=1.C(=O)([O-])[O-].[Cs+].[Cs+].O1CCOCC1, predict the reaction product. (6) Given the reactants [C:1]([O:20][CH:21]([CH2:42]N1CCCC1)[CH2:22][O:23][CH2:24][CH2:25][CH2:26][CH2:27][CH2:28][CH2:29][CH2:30][CH2:31]/[CH:32]=[CH:33]\[CH2:34]/[CH:35]=[CH:36]\[CH2:37][CH2:38][CH2:39][CH2:40][CH3:41])(=O)[CH2:2][CH2:3][CH2:4][CH2:5][CH2:6][CH2:7][CH2:8]/[CH:9]=[CH:10]\[CH2:11]/[CH:12]=[CH:13]\[CH2:14][CH2:15][CH2:16][CH2:17][CH3:18].ClC(Cl)C(O)=[O:51], predict the reaction product. The product is: [CH2:1]([O:20][CH:21]([CH2:22][O:23][CH2:24][CH2:25][CH2:26][CH2:27][CH2:28][CH2:29][CH2:30][CH2:31]/[CH:32]=[CH:33]\[CH2:34]/[CH:35]=[CH:36]\[CH2:37][CH2:38][CH2:39][CH2:40][CH3:41])[CH2:42][OH:51])[CH2:2][CH2:3][CH2:4][CH2:5][CH2:6][CH2:7][CH2:8]/[CH:9]=[CH:10]\[CH2:11]/[CH:12]=[CH:13]\[CH2:14][CH2:15][CH2:16][CH2:17][CH3:18]. (7) The product is: [CH:21]1([CH2:24][C@H:25]([NH:32][C:12]([C:10]2[CH:9]=[CH:8][C:7]([N:15]3[CH2:18][C:17]([F:20])([F:19])[CH2:16]3)=[C:6]([O:5][CH2:4][CH:1]3[CH2:2][CH2:3]3)[N:11]=2)=[O:14])[C:26]2[N:30]=[C:29]([CH3:31])[O:28][N:27]=2)[CH2:23][CH2:22]1. Given the reactants [CH:1]1([CH2:4][O:5][C:6]2[N:11]=[C:10]([C:12]([OH:14])=O)[CH:9]=[CH:8][C:7]=2[N:15]2[CH2:18][C:17]([F:20])([F:19])[CH2:16]2)[CH2:3][CH2:2]1.[CH:21]1([CH2:24][C@H:25]([NH2:32])[C:26]2[N:30]=[C:29]([CH3:31])[O:28][N:27]=2)[CH2:23][CH2:22]1.CN(C(ON1N=NC2C=CC=CC1=2)=[N+](C)C)C.[B-](F)(F)(F)F.CCN(C(C)C)C(C)C, predict the reaction product.